From a dataset of Full USPTO retrosynthesis dataset with 1.9M reactions from patents (1976-2016). Predict the reactants needed to synthesize the given product. Given the product [NH2:1][C:4]1[CH:9]=[CH:8][C:7]([C:10]2[S:11][CH:12]=[CH:13][CH:14]=2)=[CH:6][C:5]=1[NH:15][C:16]([NH:18][CH2:19][CH:20]1[CH2:25][CH2:24][N:23]([CH3:26])[CH2:22][CH2:21]1)=[O:17], predict the reactants needed to synthesize it. The reactants are: [N+:1]([C:4]1[CH:9]=[CH:8][C:7]([C:10]2[S:11][CH:12]=[CH:13][CH:14]=2)=[CH:6][C:5]=1[NH:15][C:16]([NH:18][CH2:19][CH:20]1[CH2:25][CH2:24][NH:23][CH2:22][CH2:21]1)=[O:17])([O-])=O.[CH3:26]O.